Predict the product of the given reaction. From a dataset of Forward reaction prediction with 1.9M reactions from USPTO patents (1976-2016). (1) Given the reactants [CH:1]([CH:4]1[CH2:9][CH2:8][NH:7][CH2:6][CH2:5]1)([CH3:3])[CH3:2].Cl.CS(O[CH2:16][CH2:17][O:18][C:19]1[CH:24]=[CH:23][C:22]([C:25]#[C:26][C:27]2[CH:32]=[CH:31][C:30]([C:33]3[CH:38]=[CH:37][C:36]([Cl:39])=[CH:35][CH:34]=3)=[CH:29][N:28]=2)=[CH:21][C:20]=1[CH3:40])(=O)=O.C(N(C(C)C)C(C)C)C, predict the reaction product. The product is: [Cl:39][C:36]1[CH:37]=[CH:38][C:33]([C:30]2[CH:31]=[CH:32][C:27]([C:26]#[C:25][C:22]3[CH:23]=[CH:24][C:19]([O:18][CH2:17][CH2:16][N:7]4[CH2:8][CH2:9][CH:4]([CH:1]([CH3:3])[CH3:2])[CH2:5][CH2:6]4)=[C:20]([CH3:40])[CH:21]=3)=[N:28][CH:29]=2)=[CH:34][CH:35]=1. (2) Given the reactants [O:1]1[CH2:5][CH2:4][CH2:3][C@@H:2]1[CH2:6][OH:7].[CH3:8][C:9]1[CH:14]=[CH:13][C:12]([S:15](Cl)(=[O:17])=[O:16])=[CH:11][CH:10]=1, predict the reaction product. The product is: [CH3:8][C:9]1[CH:14]=[CH:13][C:12]([S:15]([O:7][CH2:6][C@H:2]2[CH2:3][CH2:4][CH2:5][O:1]2)(=[O:17])=[O:16])=[CH:11][CH:10]=1. (3) Given the reactants [C:1]([O:7][C@@H:8]1[C@@H:12]([CH2:13][OH:14])[O:11][C@@H:10]([N:15]2[CH:22]=[C:21](I)[C:19](=[O:20])[NH:18][C:16]2=[O:17])[CH2:9]1)(=[O:6])[C:2]([CH3:5])([CH3:4])[CH3:3].CCN(C(C)C)C(C)C.[C:33]([NH:40][CH2:41][C:42]#[CH:43])([O:35][C:36]([CH3:39])([CH3:38])[CH3:37])=[O:34], predict the reaction product. The product is: [C:1]([O:7][C@@H:8]1[C@@H:12]([CH2:13][OH:14])[O:11][C@@H:10]([N:15]2[CH:22]=[C:21]([C:43]#[C:42][CH2:41][NH:40][C:33]([O:35][C:36]([CH3:39])([CH3:38])[CH3:37])=[O:34])[C:19](=[O:20])[NH:18][C:16]2=[O:17])[CH2:9]1)(=[O:6])[C:2]([CH3:5])([CH3:4])[CH3:3]. (4) Given the reactants Cl[C:2]1[N:7]=[CH:6][C:5]([Cl:8])=[CH:4][N:3]=1.[CH3:9][C:10]1[CH:11]=[C:12]([CH:14]=[C:15]([C:17]2[S:21][CH:20]=[N:19][CH:18]=2)[CH:16]=1)[NH2:13].CC1(C)C2C(=C(P(C3C=CC=CC=3)C3C=CC=CC=3)C=CC=2)OC2C(P(C3C=CC=CC=3)C3C=CC=CC=3)=CC=CC1=2.C(=O)([O-])[O-].[Cs+].[Cs+], predict the reaction product. The product is: [Cl:8][C:5]1[CH:4]=[N:3][C:2]([NH:13][C:12]2[CH:14]=[C:15]([C:17]3[S:21][CH:20]=[N:19][CH:18]=3)[CH:16]=[C:10]([CH3:9])[CH:11]=2)=[N:7][CH:6]=1. (5) Given the reactants [OH:1][C:2]1[CH:7]=[CH:6][C:5]([C:8](=[O:10])[CH3:9])=[CH:4][CH:3]=1.Br[CH2:12][CH2:13][CH2:14][Cl:15].C(=O)([O-])[O-].[K+].[K+], predict the reaction product. The product is: [Cl:15][CH2:14][CH2:13][CH2:12][O:1][C:2]1[CH:7]=[CH:6][C:5]([C:8](=[O:10])[CH3:9])=[CH:4][CH:3]=1.